The task is: Predict the reactants needed to synthesize the given product.. This data is from Full USPTO retrosynthesis dataset with 1.9M reactions from patents (1976-2016). (1) Given the product [N:1]([C:4]1[C:9]([F:10])=[CH:8][N:7]=[CH:6][C:5]=1/[CH:11]=[N:16]/[C:15]1[C:17]([Cl:24])=[CH:18][C:19]([N+:21]([O-:23])=[O:22])=[CH:20][C:14]=1[Cl:13])=[N+:2]=[N-:3], predict the reactants needed to synthesize it. The reactants are: [N:1]([C:4]1[C:9]([F:10])=[CH:8][N:7]=[CH:6][C:5]=1[CH:11]=O)=[N+:2]=[N-:3].[Cl:13][C:14]1[CH:20]=[C:19]([N+:21]([O-:23])=[O:22])[CH:18]=[C:17]([Cl:24])[C:15]=1[NH2:16].C(N(CC)CC)C. (2) Given the product [C:18]([O:21][C:22]([NH:24][CH2:25][C:26]([NH:11][C@H:10]([C:12]([O:14][CH2:15][CH3:16])=[O:13])[CH2:9][C:7]1[CH:6]=[CH:5][N:4]=[C:3]([O:2][CH3:1])[CH:8]=1)=[O:27])=[O:23])([CH3:20])([CH3:19])[CH3:17], predict the reactants needed to synthesize it. The reactants are: [CH3:1][O:2][C:3]1[CH:8]=[C:7]([CH2:9][C@@H:10]([C:12]([O:14][CH2:15][CH3:16])=[O:13])[NH2:11])[CH:6]=[CH:5][N:4]=1.[CH3:17][C:18]([O:21][C:22]([NH:24][CH2:25][C:26](O)=[O:27])=[O:23])([CH3:20])[CH3:19].CN(C(ON1N=NC2C=CC=NC1=2)=[N+](C)C)C.F[P-](F)(F)(F)(F)F.C(N(CC)C(C)C)(C)C. (3) Given the product [Br:11][C:12]1[C:17]([O:18][CH2:7][CH2:8][CH3:9])=[CH:16][CH:15]=[C:14]([I:19])[N:13]=1, predict the reactants needed to synthesize it. The reactants are: C(=O)([O-])[O-].[K+].[K+].[CH2:7](I)[CH2:8][CH3:9].[Br:11][C:12]1[C:17]([OH:18])=[CH:16][CH:15]=[C:14]([I:19])[N:13]=1.O. (4) Given the product [Br:1][C:2]1[CH:7]=[CH:6][C:5]([CH2:8][N:10]2[CH2:14][CH2:13][CH2:12][CH2:11]2)=[CH:4][N:3]=1, predict the reactants needed to synthesize it. The reactants are: [Br:1][C:2]1[CH:7]=[CH:6][C:5]([CH2:8]Br)=[CH:4][N:3]=1.[NH:10]1[CH2:14][CH2:13][CH2:12][CH2:11]1.C(=O)([O-])[O-].[K+].[K+].C(OCC)(=O)C.